The task is: Predict which catalyst facilitates the given reaction.. This data is from Catalyst prediction with 721,799 reactions and 888 catalyst types from USPTO. (1) Reactant: C(Cl)(=O)C(Cl)=O.CS(C)=O.[CH2:11]([O:18][C:19](=[O:27])[NH:20][C@H:21]1[CH2:24][C@@H:23]([CH2:25][OH:26])[CH2:22]1)[C:12]1[CH:17]=[CH:16][CH:15]=[CH:14][CH:13]=1.C(N(CC)CC)C. Product: [CH2:11]([O:18][C:19](=[O:27])[NH:20][C@H:21]1[CH2:24][C@@H:23]([CH:25]=[O:26])[CH2:22]1)[C:12]1[CH:13]=[CH:14][CH:15]=[CH:16][CH:17]=1. The catalyst class is: 2. (2) Reactant: [CH3:1][S:2]([C:5]1[CH:6]=[C:7]([NH:11][C:12]2[N:19]=[CH:18][CH:17]=[CH:16][C:13]=2[CH:14]=O)[CH:8]=[CH:9][CH:10]=1)(=[O:4])=[O:3].[N:20]1[CH:25]=[CH:24][C:23]([CH2:26][CH2:27][CH2:28][CH2:29][C:30](OCC)=[O:31])=[CH:22][CH:21]=1.[Li+].CC([N-]C(C)C)C. Product: [CH3:1][S:2]([C:5]1[CH:6]=[C:7]([N:11]2[C:12]3[C:13](=[CH:16][CH:17]=[CH:18][N:19]=3)[CH:14]=[C:29]([CH2:28][CH2:27][CH2:26][C:23]3[CH:22]=[CH:21][N:20]=[CH:25][CH:24]=3)[C:30]2=[O:31])[CH:8]=[CH:9][CH:10]=1)(=[O:4])=[O:3]. The catalyst class is: 25. (3) Reactant: Cl[C:2]1[N:7]=[C:6]([NH2:8])[CH:5]=[CH:4][N:3]=1.[CH:9]([NH:12][C:13](=[O:31])[CH2:14][O:15][C:16]1[CH:21]=[CH:20][CH:19]=[C:18](B2OC(C)(C)C(C)(C)O2)[CH:17]=1)([CH3:11])[CH3:10].[F-].[Cs+]. Product: [NH2:8][C:6]1[CH:5]=[CH:4][N:3]=[C:2]([C:18]2[CH:17]=[C:16]([CH:21]=[CH:20][CH:19]=2)[O:15][CH2:14][C:13]([NH:12][CH:9]([CH3:10])[CH3:11])=[O:31])[N:7]=1. The catalyst class is: 70. (4) Reactant: [C:1]([C:3]1[N:4](C(OC(C)(C)C)=O)[C:5]([C:8]2[CH:9]=[CH:10][C:11]3[NH:16][C:15](=[S:17])[O:14][C:13]([CH3:19])([CH3:18])[C:12]=3[CH:20]=2)=[CH:6][CH:7]=1)#[N:2].CC[O-].[Na+]. Product: [CH3:18][C:13]1([CH3:19])[C:12]2[CH:20]=[C:8]([C:5]3[NH:4][C:3]([C:1]#[N:2])=[CH:7][CH:6]=3)[CH:9]=[CH:10][C:11]=2[NH:16][C:15](=[S:17])[O:14]1. The catalyst class is: 242.